Dataset: Catalyst prediction with 721,799 reactions and 888 catalyst types from USPTO. Task: Predict which catalyst facilitates the given reaction. (1) Reactant: [Si]([O:8][CH:9]1[C:16]2[CH:17]=[CH:18][C:19]([N:21]([CH3:23])[CH3:22])=[CH:20][C:15]=2[CH:14]=[CH:13][CH2:12][CH2:11][CH2:10]1)(C(C)(C)C)(C)C.CCCC[N+](CCCC)(CCCC)CCCC.[F-]. Product: [CH3:22][N:21]([CH3:23])[C:19]1[CH:18]=[CH:17][C:16]2[CH:9]([OH:8])[CH2:10][CH2:11][CH2:12][CH:13]=[CH:14][C:15]=2[CH:20]=1. The catalyst class is: 1. (2) Reactant: CS(C)=O.[Cl-].[CH3:6][C:7]1[N:12]2[N:13]=[C:14]([CH2:16][OH:17])[N:15]=[C:11]2[N:10]=[C:9]2[CH2:18][CH2:19][CH2:20][C:8]=12.C(N(CC)CC)C. Product: [CH3:6][C:7]1[N:12]2[N:13]=[C:14]([CH:16]=[O:17])[N:15]=[C:11]2[N:10]=[C:9]2[CH2:18][CH2:19][CH2:20][C:8]=12. The catalyst class is: 46. (3) Reactant: [N:1]1[CH:6]=[CH:5][C:4]([CH2:7][OH:8])=[CH:3][CH:2]=1.[H-].[Na+].Cl[C:12]1[N:17]=[CH:16][C:15]([C:18]2[CH:19]=[C:20]([CH:35]=[CH:36][CH:37]=2)[CH2:21][N:22]([CH3:34])[C:23](=[O:33])[CH2:24][NH:25][C:26](=[O:32])[O:27][C:28]([CH3:31])([CH3:30])[CH3:29])=[CH:14][N:13]=1.O. Product: [C:28]([O:27][C:26](=[O:32])[NH:25][CH2:24][C:23]([N:22]([CH3:34])[CH2:21][C:20]1[CH:35]=[CH:36][CH:37]=[C:18]([C:15]2[CH:16]=[N:17][C:12]([O:8][CH2:7][C:4]3[CH:5]=[CH:6][N:1]=[CH:2][CH:3]=3)=[N:13][CH:14]=2)[CH:19]=1)=[O:33])([CH3:31])([CH3:30])[CH3:29]. The catalyst class is: 3. (4) Product: [OH2:8].[ClH:35].[NH2:11][C@H:12]([C:16]([O:18][CH2:19][CH2:20][O:21][CH2:22][N:23]1[CH:31]=[N:30][C:29]2[C:24]1=[N:25][CH:26]=[N:27][C:28]=2[NH2:32])=[O:17])[CH:13]([CH3:15])[CH3:14]. The catalyst class is: 304. Reactant: C([O:8]C([NH:11][C@H:12]([C:16]([O:18][CH2:19][CH2:20][O:21][CH2:22][N:23]1[CH:31]=[N:30][C:29]2[C:24]1=[N:25][CH:26]=[N:27][C:28]=2[NH2:32])=[O:17])[CH:13]([CH3:15])[CH3:14])=O)C1C=CC=CC=1.CO.[ClH:35]. (5) Reactant: [CH3:1][C:2]1[C:7]([N+:8]([O-:10])=[O:9])=[CH:6][CH:5]=[CH:4][C:3]=1[OH:11].I[CH2:13][CH3:14].C(=O)([O-])[O-].[K+].[K+]. Product: [CH2:13]([O:11][C:3]1[CH:4]=[CH:5][CH:6]=[C:7]([N+:8]([O-:10])=[O:9])[C:2]=1[CH3:1])[CH3:14]. The catalyst class is: 21. (6) Reactant: [NH2:1][C:2]1[CH:3]=[CH:4][C:5]([C:18]([CH3:21])([CH3:20])[CH3:19])=[C:6]([NH:8][C:9](=[O:17])[CH2:10][N:11]2[CH2:16][CH2:15][O:14][CH2:13][CH2:12]2)[CH:7]=1.[C:22]1([C:28]2[S:32][C:31]([C:33](O)=[O:34])=[CH:30][CH:29]=2)[CH:27]=[CH:26][CH:25]=[CH:24][CH:23]=1.C(N(C(C)C)CC)(C)C. Product: [C:18]([C:5]1[CH:4]=[CH:3][C:2]([NH:1][C:33]([C:31]2[S:32][C:28]([C:22]3[CH:23]=[CH:24][CH:25]=[CH:26][CH:27]=3)=[CH:29][CH:30]=2)=[O:34])=[CH:7][C:6]=1[NH:8][C:9](=[O:17])[CH2:10][N:11]1[CH2:12][CH2:13][O:14][CH2:15][CH2:16]1)([CH3:21])([CH3:20])[CH3:19]. The catalyst class is: 3.